From a dataset of Forward reaction prediction with 1.9M reactions from USPTO patents (1976-2016). Predict the product of the given reaction. (1) Given the reactants BrC1C=CC(C(CCCCl)C(O)=O)=NC=1.[Br:16][C:17]1[CH:18]=[CH:19][C:20](I)=[N:21][CH:22]=1.[CH2:24]([O:26][C:27](=[O:34])[CH2:28][C:29]([O:31][CH2:32][CH3:33])=[O:30])[CH3:25], predict the reaction product. The product is: [CH2:24]([O:26][C:27](=[O:34])[CH:28]([C:20]1[CH:19]=[CH:18][C:17]([Br:16])=[CH:22][N:21]=1)[C:29]([O:31][CH2:32][CH3:33])=[O:30])[CH3:25]. (2) Given the reactants [NH:1]1[CH:5]=[CH:4][C:3]([O:6][CH2:7][C:8]2[C:13]([CH3:14])=[CH:12][CH:11]=[CH:10][C:9]=2[N:15]2[C:19](=[O:20])[N:18]([CH3:21])[N:17]=[N:16]2)=[N:2]1.[CH3:22][O:23][C:24]1[C:29](B(O)O)=[CH:28][CH:27]=[C:26]([O:33][CH3:34])[N:25]=1.N1C=CC=CC=1, predict the reaction product. The product is: [CH3:22][O:23][C:24]1[C:29]([N:1]2[CH:5]=[CH:4][C:3]([O:6][CH2:7][C:8]3[C:13]([CH3:14])=[CH:12][CH:11]=[CH:10][C:9]=3[N:15]3[C:19](=[O:20])[N:18]([CH3:21])[N:17]=[N:16]3)=[N:2]2)=[CH:28][CH:27]=[C:26]([O:33][CH3:34])[N:25]=1. (3) The product is: [OH:16][C:17]1[CH:26]=[C:25]([N:5]2[CH2:6][CH2:7][C@@H:3]([N:2]([CH3:8])[CH3:1])[CH2:4]2)[CH:24]=[C:23]2[C:18]=1[C:19](=[O:28])[NH:20][CH:21]=[N:22]2. Given the reactants [CH3:1][N:2]([CH3:8])[C@@H:3]1[CH2:7][CH2:6][NH:5][CH2:4]1.FC(F)(F)C(O)=O.[OH:16][C:17]1[CH:26]=[C:25](F)[CH:24]=[C:23]2[C:18]=1[C:19](=[O:28])[NH:20][CH:21]=[N:22]2.CO, predict the reaction product. (4) Given the reactants CC(P(C(C)(C)C)[C:6]1[C:11]([C:6]2[CH:11]=CC=[CH:8][CH:7]=2)=CC=[CH:8][CH:7]=1)(C)C.[C:22]([P:28](=[O:33])([OH:32])[O:29][CH2:30][CH3:31])#[C:23][CH2:24][CH2:25][CH2:26][CH3:27].[CH:34]#[C:35]CCCC, predict the reaction product. The product is: [CH2:30]([O:29][P:28]1(=[O:32])[CH:22]=[C:23]([CH2:11][CH2:6][CH2:7][CH3:8])[CH:24]=[C:25]([CH2:26][CH2:27][CH2:34][CH3:35])[O:33]1)[CH3:31]. (5) Given the reactants Cl.[NH2:2][C@@H:3]1[CH2:8][CH2:7][C@H:6]([NH:9][C:10]([C:12]2[C:16]3=[N:17][CH:18]=[CH:19][C:20]([C:21]4[CH:26]=[C:25]([O:27][CH3:28])[CH:24]=[CH:23][C:22]=4[O:29][CH2:30][CH:31]4[CH2:33][CH2:32]4)=[C:15]3[NH:14][C:13]=2[CH3:34])=[O:11])[CH2:5][CH2:4]1.[C:35](Cl)(=[O:37])[CH3:36], predict the reaction product. The product is: [C:35]([NH:2][C@@H:3]1[CH2:8][CH2:7][C@H:6]([NH:9][C:10]([C:12]2[C:16]3=[N:17][CH:18]=[CH:19][C:20]([C:21]4[CH:26]=[C:25]([O:27][CH3:28])[CH:24]=[CH:23][C:22]=4[O:29][CH2:30][CH:31]4[CH2:32][CH2:33]4)=[C:15]3[NH:14][C:13]=2[CH3:34])=[O:11])[CH2:5][CH2:4]1)(=[O:37])[CH3:36]. (6) Given the reactants C(O[CH:4]=[C:5]([C:11](=[O:18])[NH:12][C:13]([O:15]CC)=O)[C:6]([O:8][CH2:9][CH3:10])=[O:7])C.[CH2:19]([N:21]1[C:25]2[CH:26]=[CH:27][C:28]([NH2:30])=[CH:29][C:24]=2[N:23]=[CH:22]1)[CH3:20].CC(C)([O-])C.[K+].O, predict the reaction product. The product is: [CH2:19]([N:21]1[C:25]2[CH:26]=[CH:27][C:28]([N:30]3[CH:4]=[C:5]([C:6]([O:8][CH2:9][CH3:10])=[O:7])[C:11](=[O:18])[NH:12][C:13]3=[O:15])=[CH:29][C:24]=2[N:23]=[CH:22]1)[CH3:20]. (7) The product is: [Br:1][CH2:2][CH:3]([CH3:4])[O:5][CH:7]1[CH2:8][CH2:9][CH2:10][CH2:11][O:6]1. Given the reactants [Br:1][CH2:2][CH:3]([OH:5])[CH3:4].[O:6]1[CH:11]=[CH:10][CH2:9][CH2:8][CH2:7]1.O.C1(C)C=CC(S(O)(=O)=O)=CC=1, predict the reaction product. (8) The product is: [F:1][C:2]1[CH:3]=[CH:4][C:5]([CH:8]2[C:13]3=[N:14][NH:15][C:16](=[O:21])[C:17]4[CH:18]=[CH:19][CH:20]=[C:11]([C:12]=43)[NH:10][CH:9]2[C:22]2[CH:41]=[CH:40][C:25]([CH2:26][N:27]3[CH2:32][CH2:31][NH:30][CH2:29][CH2:28]3)=[CH:24][CH:23]=2)=[CH:6][CH:7]=1. Given the reactants [F:1][C:2]1[CH:7]=[CH:6][C:5]([CH:8]2[C:13]3=[N:14][NH:15][C:16](=[O:21])[C:17]4[CH:18]=[CH:19][CH:20]=[C:11]([C:12]=43)[NH:10][CH:9]2[C:22]2[CH:41]=[CH:40][C:25]([CH2:26][N:27]3[CH2:32][CH2:31][N:30](C(OC(C)(C)C)=O)[CH2:29][CH2:28]3)=[CH:24][CH:23]=2)=[CH:4][CH:3]=1.Cl, predict the reaction product. (9) Given the reactants [CH3:1][C:2]([C:4]1[CH:9]=[C:8]([O:10][CH2:11][C:12]([F:15])([F:14])[F:13])[CH:7]=[CH:6][C:5]=1[O:16][CH2:17][C:18]([F:21])([F:20])[F:19])=[O:3].[F:22][C:23]([F:37])([F:36])[C:24]1[CH:31]=[C:30]([C:32]([F:35])([F:34])[F:33])[CH:29]=[CH:28][C:25]=1[CH:26]=O, predict the reaction product. The product is: [F:21][C:18]([F:19])([F:20])[CH2:17][O:16][C:5]1[CH:6]=[CH:7][C:8]([O:10][CH2:11][C:12]([F:13])([F:14])[F:15])=[CH:9][C:4]=1[C:2](=[O:3])[CH:1]=[CH:26][C:25]1[CH:28]=[CH:29][C:30]([C:32]([F:35])([F:34])[F:33])=[CH:31][C:24]=1[C:23]([F:22])([F:36])[F:37]. (10) The product is: [CH3:1][N:2]1[CH2:7][CH2:6][CH:5]([NH:15][CH2:14][CH:10]2[CH2:11][CH2:12][CH2:13][O:9]2)[CH2:4][CH2:3]1. Given the reactants [CH3:1][N:2]1[CH2:7][CH2:6][C:5](=O)[CH2:4][CH2:3]1.[O:9]1[CH2:13][CH2:12][CH2:11][CH:10]1[CH2:14][NH2:15], predict the reaction product.